From a dataset of Catalyst prediction with 721,799 reactions and 888 catalyst types from USPTO. Predict which catalyst facilitates the given reaction. (1) Reactant: [Br:1][CH2:2][C:3]([C:5]1[CH:10]=[CH:9][C:8]([Br:11])=[CH:7][CH:6]=1)=O.[NH2:12][C:13]1[CH:18]=[N:17][C:16]([Br:19])=[CH:15][N:14]=1. Product: [BrH:1].[Br:19][C:16]1[N:17]=[CH:18][C:13]2[N:14]([CH:2]=[C:3]([C:5]3[CH:10]=[CH:9][C:8]([Br:11])=[CH:7][CH:6]=3)[N:12]=2)[CH:15]=1. The catalyst class is: 8. (2) Reactant: [H-].[Al+3].[Li+].[H-].[H-].[H-].[CH2:7]([N:14]1[CH2:19][C:18](=O)[NH:17][C@H:16]([CH2:21][C:22]2[CH:27]=[CH:26][C:25]([O:28][CH3:29])=[CH:24][CH:23]=2)[C:15]1=O)[C:8]1[CH:13]=[CH:12][CH:11]=[CH:10][CH:9]=1. Product: [CH3:29][O:28][C:25]1[CH:24]=[CH:23][C:22]([CH2:21][C@@H:16]2[CH2:15][N:14]([CH2:7][C:8]3[CH:9]=[CH:10][CH:11]=[CH:12][CH:13]=3)[CH2:19][CH2:18][NH:17]2)=[CH:27][CH:26]=1. The catalyst class is: 7.